The task is: Predict which catalyst facilitates the given reaction.. This data is from Catalyst prediction with 721,799 reactions and 888 catalyst types from USPTO. (1) Reactant: [CH:1]1[C:10]2[C:5](=[CH:6][CH:7]=[CH:8][CH:9]=2)[CH:4]=[CH:3][C:2]=1[CH2:11][O:12][CH2:13][C:14]1[O:18][N:17]=[C:16]([C:19]([O:21]CC)=[O:20])[CH:15]=1.C(O)C.[OH-].[K+]. The catalyst class is: 6. Product: [CH:1]1[C:10]2[C:5](=[CH:6][CH:7]=[CH:8][CH:9]=2)[CH:4]=[CH:3][C:2]=1[CH2:11][O:12][CH2:13][C:14]1[O:18][N:17]=[C:16]([C:19]([OH:21])=[O:20])[CH:15]=1. (2) Reactant: [Cl:1][C:2]1[CH:7]=[CH:6][C:5]([C:8]2[CH:16]=[CH:15][CH:14]=[C:13]3[C:9]=2[CH2:10][C:11](=[O:17])[NH:12]3)=[CH:4][CH:3]=1.[CH3:18][C:19]1[CH:23]=[C:22]([CH3:24])[NH:21][C:20]=1[CH:25]=O. The catalyst class is: 360. Product: [CH3:18][C:19]1[CH:23]=[C:22]([CH3:24])[NH:21][C:20]=1[CH:25]=[C:10]1[C:9]2[C:13](=[CH:14][CH:15]=[CH:16][C:8]=2[C:5]2[CH:4]=[CH:3][C:2]([Cl:1])=[CH:7][CH:6]=2)[NH:12][C:11]1=[O:17].